This data is from Full USPTO retrosynthesis dataset with 1.9M reactions from patents (1976-2016). The task is: Predict the reactants needed to synthesize the given product. (1) Given the product [F:57][C:31]([F:30])([F:56])[C:32]1[CH:33]=[CH:34][C:35]([C:38]2[CH:43]=[C:42]([CH2:44][NH:45][C:13](=[O:15])[C:12]([N:11]([S:8]([C:5]3[CH:4]=[CH:3][C:2]([Cl:1])=[CH:7][CH:6]=3)(=[O:9])=[O:10])[CH2:17][CH3:18])=[CH2:16])[CH:41]=[C:40]([C:46]3[CH:51]=[CH:50][C:49]([C:52]([F:55])([F:53])[F:54])=[CH:48][CH:47]=3)[N:39]=2)=[CH:36][CH:37]=1, predict the reactants needed to synthesize it. The reactants are: [Cl:1][C:2]1[CH:7]=[CH:6][C:5]([S:8]([N:11]([CH2:17][CH3:18])[C:12](=[CH2:16])[C:13]([OH:15])=O)(=[O:10])=[O:9])=[CH:4][CH:3]=1.CCOC(OC(OCC)=O)=O.[F:30][C:31]([F:57])([F:56])[C:32]1[CH:37]=[CH:36][C:35]([C:38]2[CH:43]=[C:42]([CH2:44][NH2:45])[CH:41]=[C:40]([C:46]3[CH:51]=[CH:50][C:49]([C:52]([F:55])([F:54])[F:53])=[CH:48][CH:47]=3)[N:39]=2)=[CH:34][CH:33]=1. (2) Given the product [F:1][CH2:2][C@@:3]1([C:48]([OH:50])=[O:49])[CH2:8][CH2:7][C:6]([C:9]2[C:10]([CH3:47])([CH3:46])[C@H:11]3[C@:24]([CH3:27])([CH2:25][CH:26]=2)[C@@H:23]2[C@:14]([CH3:45])([C@@:15]4([CH3:44])[C@H:20]([CH2:21][CH2:22]2)[C@H:19]2[C@H:28]([C:31]([CH3:33])=[CH2:32])[CH2:29][CH2:30][C@:18]2([NH:34][C:35](=[O:43])[CH2:36][CH:37]2[CH2:42][CH2:41][O:40][CH2:39][CH2:38]2)[CH2:17][CH2:16]4)[CH2:13][CH2:12]3)=[CH:5][CH2:4]1, predict the reactants needed to synthesize it. The reactants are: [F:1][CH2:2][C@@:3]1([C:48]([O:50]CC2C=CC=CC=2)=[O:49])[CH2:8][CH2:7][C:6]([C:9]2[C:10]([CH3:47])([CH3:46])[C@H:11]3[C@:24]([CH3:27])([CH2:25][CH:26]=2)[C@@H:23]2[C@:14]([CH3:45])([C@@:15]4([CH3:44])[C@H:20]([CH2:21][CH2:22]2)[C@H:19]2[C@H:28]([C:31]([CH3:33])=[CH2:32])[CH2:29][CH2:30][C@:18]2([NH:34][C:35](=[O:43])[CH2:36][CH:37]2[CH2:42][CH2:41][O:40][CH2:39][CH2:38]2)[CH2:17][CH2:16]4)[CH2:13][CH2:12]3)=[CH:5][CH2:4]1.N[C@]12CC[C@@H](C(C)=C)[C@@H]1[C@@H]1[C@@](C)(CC2)[C@@]2(C)[C@@H]([C@]3(C)[C@@H](CC2)C(C)(C)C(C2CC[C@@](CF)(C(OCC4C=CC=CC=4)=O)CC=2)=CC3)CC1.O1CCC(CC(O)=O)CC1.CCN(C(C)C)C(C)C.CN(C(ON1N=NC2C=CC=NC1=2)=[N+](C)C)C.F[P-](F)(F)(F)(F)F. (3) The reactants are: [O:1]1[C:5]2=[CH:6][N:7]=[CH:8][CH:9]=[C:4]2[CH:3]=[C:2]1[C:10]([OH:12])=O.Cl.[Cl:14][C:15]1[CH:16]=[C:17]([S:22]([C:25]2[CH:30]=[CH:29][C:28]([CH2:31][NH2:32])=[CH:27][CH:26]=2)(=[O:24])=[O:23])[CH:18]=[C:19]([F:21])[CH:20]=1.F[P-](F)(F)(F)(F)F.N1(O[P+](N(C)C)(N(C)C)N(C)C)C2C=CC=CC=2N=N1.C(N(CC)C(C)C)(C)C. Given the product [Cl:14][C:15]1[CH:16]=[C:17]([S:22]([C:25]2[CH:26]=[CH:27][C:28]([CH2:31][NH:32][C:10]([C:2]3[O:1][C:5]4=[CH:6][N:7]=[CH:8][CH:9]=[C:4]4[CH:3]=3)=[O:12])=[CH:29][CH:30]=2)(=[O:24])=[O:23])[CH:18]=[C:19]([F:21])[CH:20]=1, predict the reactants needed to synthesize it. (4) Given the product [C:35]([O:34][C:32]([N:31]1[C@H:9]2[CH2:8][CH2:7][C@@H:6]1[C@H:5]([C:3]([OH:4])=[O:2])[C@@H:11]([C:12]1[CH:13]=[CH:14][C:15]([O:18][CH2:19][CH2:20][O:21][C:22]3[C:23]([Cl:30])=[CH:24][C:25]([CH3:29])=[CH:26][C:27]=3[Cl:28])=[CH:16][CH:17]=1)[CH2:10]2)=[O:33])([CH3:38])([CH3:36])[CH3:37], predict the reactants needed to synthesize it. The reactants are: C[O:2][C:3]([C@@H:5]1[C@@H:11]([C:12]2[CH:17]=[CH:16][C:15]([O:18][CH2:19][CH2:20][O:21][C:22]3[C:27]([Cl:28])=[CH:26][C:25]([CH3:29])=[CH:24][C:23]=3[Cl:30])=[CH:14][CH:13]=2)[CH2:10][C@H:9]2[N:31]([C:32]([O:34][C:35]([CH3:38])([CH3:37])[CH3:36])=[O:33])[C@@H:6]1[CH2:7][CH2:8]2)=[O:4].[OH-].[Na+]. (5) Given the product [CH3:21][O:22][C:23]1[CH:29]=[CH:28][C:26]([NH:27][C:2]2[CH:7]=[CH:6][C:5]([N:8]([C:15]3[CH:20]=[CH:19][CH:18]=[CH:17][CH:16]=3)[C:9]3[CH:14]=[CH:13][CH:12]=[CH:11][CH:10]=3)=[CH:4][CH:3]=2)=[CH:25][CH:24]=1, predict the reactants needed to synthesize it. The reactants are: Br[C:2]1[CH:7]=[CH:6][C:5]([N:8]([C:15]2[CH:20]=[CH:19][CH:18]=[CH:17][CH:16]=2)[C:9]2[CH:14]=[CH:13][CH:12]=[CH:11][CH:10]=2)=[CH:4][CH:3]=1.[CH3:21][O:22][C:23]1[CH:29]=[CH:28][C:26]([NH2:27])=[CH:25][CH:24]=1.CC(C)([O-])C.[Na+]. (6) Given the product [F:1][C:2]1[C:36]([F:37])=[CH:35][CH:34]=[CH:33][C:3]=1[CH2:4][S:5][C:6]1[N:11]=[C:10]([NH:12][S:13]([N:16]2[CH2:19][CH2:18][CH2:17]2)(=[O:15])=[O:14])[CH:9]=[C:8]([O:20][C@@H:21]([CH3:22])[C@H:23]([OH:24])[CH2:27][OH:26])[N:7]=1, predict the reactants needed to synthesize it. The reactants are: [F:1][C:2]1[C:36]([F:37])=[CH:35][CH:34]=[CH:33][C:3]=1[CH2:4][S:5][C:6]1[N:11]=[C:10]([NH:12][S:13]([N:16]2[CH2:19][CH2:18][CH2:17]2)(=[O:15])=[O:14])[CH:9]=[C:8]([O:20][C@H:21]([C@H:23]2[CH2:27][O:26]C3(CCCCC3)[O:24]2)[CH3:22])[N:7]=1.O.